Regression. Given two drug SMILES strings and cell line genomic features, predict the synergy score measuring deviation from expected non-interaction effect. From a dataset of NCI-60 drug combinations with 297,098 pairs across 59 cell lines. (1) Drug 1: COCCOC1=C(C=C2C(=C1)C(=NC=N2)NC3=CC=CC(=C3)C#C)OCCOC. Drug 2: CC(C)(C#N)C1=CC=C(C=C1)N2C3=C4C=C(C=CC4=NC=C3N(C2=O)C)C5=CC6=CC=CC=C6N=C5. Cell line: T-47D. Synergy scores: CSS=57.5, Synergy_ZIP=11.2, Synergy_Bliss=11.8, Synergy_Loewe=11.9, Synergy_HSA=14.9. (2) Drug 1: C#CCC(CC1=CN=C2C(=N1)C(=NC(=N2)N)N)C3=CC=C(C=C3)C(=O)NC(CCC(=O)O)C(=O)O. Drug 2: CC(C)CN1C=NC2=C1C3=CC=CC=C3N=C2N. Cell line: MOLT-4. Synergy scores: CSS=7.17, Synergy_ZIP=-1.29, Synergy_Bliss=0.722, Synergy_Loewe=-3.95, Synergy_HSA=0.751. (3) Drug 1: C1CCN(CC1)CCOC2=CC=C(C=C2)C(=O)C3=C(SC4=C3C=CC(=C4)O)C5=CC=C(C=C5)O. Drug 2: C1CCC(C1)C(CC#N)N2C=C(C=N2)C3=C4C=CNC4=NC=N3. Cell line: CAKI-1. Synergy scores: CSS=20.1, Synergy_ZIP=-0.253, Synergy_Bliss=-0.334, Synergy_Loewe=2.27, Synergy_HSA=1.65. (4) Drug 1: C1=NC2=C(N1)C(=S)N=C(N2)N. Drug 2: CC12CCC3C(C1CCC2OP(=O)(O)O)CCC4=C3C=CC(=C4)OC(=O)N(CCCl)CCCl.[Na+]. Cell line: U251. Synergy scores: CSS=20.6, Synergy_ZIP=-6.64, Synergy_Bliss=-8.95, Synergy_Loewe=-27.0, Synergy_HSA=-7.58. (5) Cell line: UACC-257. Drug 2: CCC1(C2=C(COC1=O)C(=O)N3CC4=CC5=C(C=CC(=C5CN(C)C)O)N=C4C3=C2)O.Cl. Synergy scores: CSS=7.71, Synergy_ZIP=-5.79, Synergy_Bliss=-0.429, Synergy_Loewe=-5.69, Synergy_HSA=-0.167. Drug 1: CC1C(C(=O)NC(C(=O)N2CCCC2C(=O)N(CC(=O)N(C(C(=O)O1)C(C)C)C)C)C(C)C)NC(=O)C3=C4C(=C(C=C3)C)OC5=C(C(=O)C(=C(C5=N4)C(=O)NC6C(OC(=O)C(N(C(=O)CN(C(=O)C7CCCN7C(=O)C(NC6=O)C(C)C)C)C)C(C)C)C)N)C. (6) Drug 1: COC1=CC(=CC(=C1O)OC)C2C3C(COC3=O)C(C4=CC5=C(C=C24)OCO5)OC6C(C(C7C(O6)COC(O7)C8=CC=CS8)O)O. Drug 2: CN(CC1=CN=C2C(=N1)C(=NC(=N2)N)N)C3=CC=C(C=C3)C(=O)NC(CCC(=O)O)C(=O)O. Cell line: HS 578T. Synergy scores: CSS=44.0, Synergy_ZIP=-7.53, Synergy_Bliss=-2.10, Synergy_Loewe=-2.13, Synergy_HSA=-1.01.